From a dataset of Full USPTO retrosynthesis dataset with 1.9M reactions from patents (1976-2016). Predict the reactants needed to synthesize the given product. (1) Given the product [CH3:1][O:2][C:3]1[C:12]2[C:7](=[C:8]([NH:13][S:20]([C:14]3[CH:19]=[CH:18][CH:17]=[CH:16][CH:15]=3)(=[O:22])=[O:21])[CH:9]=[CH:10][CH:11]=2)[N:6]=[CH:5][CH:4]=1, predict the reactants needed to synthesize it. The reactants are: [CH3:1][O:2][C:3]1[C:12]2[C:7](=[C:8]([NH2:13])[CH:9]=[CH:10][CH:11]=2)[N:6]=[CH:5][CH:4]=1.[C:14]1([S:20](Cl)(=[O:22])=[O:21])[CH:19]=[CH:18][CH:17]=[CH:16][CH:15]=1. (2) The reactants are: [Cl:1][C:2]1[C:7]([C:8]2[C:13]([Cl:14])=[CH:12][N:11]=[C:10]([NH:15][C@H:16]3[CH2:21][CH2:20][C@H:19]([OH:22])[CH2:18][CH2:17]3)[CH:9]=2)=[CH:6][C:5]([NH:23][CH2:24][CH:25]2[CH2:30][CH2:29][O:28][CH2:27][CH2:26]2)=[CH:4][N:3]=1.C(Cl)Cl.[CH3:34][S:35](Cl)(=[O:37])=[O:36]. Given the product [CH3:34][S:35]([O:22][C@H:19]1[CH2:20][CH2:21][C@H:16]([NH:15][C:10]2[CH:9]=[C:8]([C:7]3[C:2]([Cl:1])=[N:3][CH:4]=[C:5]([NH:23][CH2:24][CH:25]4[CH2:26][CH2:27][O:28][CH2:29][CH2:30]4)[CH:6]=3)[C:13]([Cl:14])=[CH:12][N:11]=2)[CH2:17][CH2:18]1)(=[O:37])=[O:36], predict the reactants needed to synthesize it. (3) Given the product [CH3:20][C:21]1[C:30]([C:31]2[CH:36]=[CH:35][CH:34]=[CH:33][CH:32]=2)=[C:29]([C:37]([N:3]2[CH2:4][C@@H:5]3[C@@H:1]([CH2:6]3)[C@H:2]2[CH2:7][NH:8][C:9]([C:11]2[CH:12]=[CH:13][CH:14]=[C:15]3[O:19][CH:18]=[CH:17][C:16]=23)=[O:10])=[O:38])[C:28]2[C:23](=[CH:24][CH:25]=[CH:26][CH:27]=2)[N:22]=1, predict the reactants needed to synthesize it. The reactants are: [C@@H:1]12[CH2:6][C@@H:5]1[CH2:4][NH:3][C@@H:2]2[CH2:7][NH:8][C:9]([C:11]1[CH:12]=[CH:13][CH:14]=[C:15]2[O:19][CH:18]=[CH:17][C:16]=12)=[O:10].[CH3:20][C:21]1[C:30]([C:31]2[CH:36]=[CH:35][CH:34]=[CH:33][CH:32]=2)=[C:29]([C:37](O)=[O:38])[C:28]2[C:23](=[CH:24][CH:25]=[CH:26][CH:27]=2)[N:22]=1. (4) Given the product [CH3:14][O:13][C:4]1[CH:5]=[C:6]([CH:7]=[CH:8][C:3]=1[O:2][CH3:1])[O:9][CH2:10][C:11]#[C:12][C:23]([C@@H:25]1[CH2:29][CH2:28][CH2:27][N:26]1[C:30]([O:32][C:33]([CH3:36])([CH3:35])[CH3:34])=[O:31])=[O:24], predict the reactants needed to synthesize it. The reactants are: [CH3:1][O:2][C:3]1[CH:8]=[CH:7][C:6]([O:9][CH2:10][C:11]#[CH:12])=[CH:5][C:4]=1[O:13][CH3:14].[Li]CCCC.CON(C)[C:23]([C@@H:25]1[CH2:29][CH2:28][CH2:27][N:26]1[C:30]([O:32][C:33]([CH3:36])([CH3:35])[CH3:34])=[O:31])=[O:24].[NH4+].[Cl-]. (5) Given the product [CH3:24][S:21]([C:13]1[CH:12]=[C:11]([CH:4]([CH2:5][CH:6]2[CH2:7][CH2:8][CH2:9][CH2:10]2)[C:3]([OH:25])=[O:2])[CH:16]=[CH:15][C:14]=1[S:17]([CH3:20])(=[O:19])=[O:18])(=[O:23])=[O:22], predict the reactants needed to synthesize it. The reactants are: C[O:2][C:3](=[O:25])[CH:4]([C:11]1[CH:16]=[CH:15][C:14]([S:17]([CH3:20])(=[O:19])=[O:18])=[C:13]([S:21]([CH3:24])(=[O:23])=[O:22])[CH:12]=1)[CH2:5][CH:6]1[CH2:10][CH2:9][CH2:8][CH2:7]1.[OH-].[Li+]. (6) The reactants are: [Li][CH2:2]CCC.CCCCCC.[CH3:12][O:13][C:14]1[CH:19]=[CH:18][C:17]([CH:20]2[O:25][C@@H:24]([CH:26]=O)[C:23]([CH3:29])([CH3:28])[CH2:22][O:21]2)=[CH:16][CH:15]=1. Given the product [CH3:29][C:23]1([CH3:28])[CH2:22][O:21][CH:20]([C:17]2[CH:16]=[CH:15][C:14]([O:13][CH3:12])=[CH:19][CH:18]=2)[O:25][C@H:24]1[CH:26]=[CH2:2], predict the reactants needed to synthesize it.